This data is from Full USPTO retrosynthesis dataset with 1.9M reactions from patents (1976-2016). The task is: Predict the reactants needed to synthesize the given product. (1) The reactants are: [CH3:1][C:2]1[CH:3]=[C:4]([C:9]([C:11]2[CH:16]=[C:15]([CH3:17])[CH:14]=[C:13]([CH3:18])[CH:12]=2)=O)[CH:5]=[C:6]([CH3:8])[CH:7]=1.[CH:19]([NH2:22])([CH3:21])[CH3:20].CO.[OH-].[Na+]. Given the product [CH3:1][C:2]1[CH:3]=[C:4]([CH:9]([C:11]2[CH:16]=[C:15]([CH3:17])[CH:14]=[C:13]([CH3:18])[CH:12]=2)[NH:22][CH:19]([CH3:21])[CH3:20])[CH:5]=[C:6]([CH3:8])[CH:7]=1, predict the reactants needed to synthesize it. (2) Given the product [CH3:1][O:2][C:3](=[O:22])[C:4]([S:13]([C:16]1[CH:17]=[CH:18][CH:19]=[CH:20][CH:21]=1)(=[O:14])=[O:15])([CH:6]1[CH2:7][C:8]2[NH:31][C:28]3[CH:27]=[CH:26][C:25]([Cl:24])=[N:30][C:29]=3[C:9]=2[CH2:10][CH2:11]1)[CH3:5], predict the reactants needed to synthesize it. The reactants are: [CH3:1][O:2][C:3](=[O:22])[C:4]([S:13]([C:16]1[CH:21]=[CH:20][CH:19]=[CH:18][CH:17]=1)(=[O:15])=[O:14])([CH:6]1[CH2:11][CH2:10][CH2:9][C:8](=O)[CH2:7]1)[CH3:5].Cl.[Cl:24][C:25]1[N:30]=[CH:29][C:28]([NH:31]N)=[CH:27][CH:26]=1.C([O-])(O)=O.[Na+]. (3) The reactants are: [CH3:1][O:2][C:3]1[C:12]([O:13][CH3:14])=[CH:11][C:10]2[N:9]=[CH:8][N:7]=[C:6]([NH:15][C:16]3[CH:21]=[CH:20][CH:19]=[CH:18][CH:17]=3)[C:5]=2[C:4]=1[NH2:22].[OH-].[Na+].[C:25](OC(=O)C)(=O)[CH3:26]. Given the product [CH3:14][O:13][C:12]1[CH:11]=[C:10]2[C:5]3[C:6]([N:15]([C:16]4[CH:17]=[CH:18][CH:19]=[CH:20][CH:21]=4)[C:25]([CH3:26])=[N:22][C:4]=3[C:3]=1[O:2][CH3:1])=[N:7][CH:8]=[N:9]2, predict the reactants needed to synthesize it. (4) Given the product [NH2:6][C@@:5]([C:14]1[S:15][C:16]([C:19]2[CH:24]=[CH:23][C:22]([O:25][CH2:26][CH2:27][CH2:28][CH2:29][CH2:30][C:31]3[CH:32]=[CH:33][C:34]([C:37]([F:38])([F:39])[F:40])=[CH:35][CH:36]=3)=[C:21]([C:41]([F:44])([F:43])[F:42])[CH:20]=2)=[CH:17][N:18]=1)([CH3:45])[CH2:4][OH:3], predict the reactants needed to synthesize it. The reactants are: CC1(C)[N:6](C(OC(C)(C)C)=O)[C@@:5]([CH3:45])([C:14]2[S:15][C:16]([C:19]3[CH:24]=[CH:23][C:22]([O:25][CH2:26][CH2:27][CH2:28][CH2:29][CH2:30][C:31]4[CH:36]=[CH:35][C:34]([C:37]([F:40])([F:39])[F:38])=[CH:33][CH:32]=4)=[C:21]([C:41]([F:44])([F:43])[F:42])[CH:20]=3)=[CH:17][N:18]=2)[CH2:4][O:3]1. (5) Given the product [CH2:2]([O:9][C:10]1[CH:19]=[CH:18][CH:17]=[C:16]2[C:11]=1[CH2:12][CH2:13][CH2:14][CH:15]2[C:20]([N:22]([CH2:23][C:24]1[CH:25]=[N:26][N:27]([C:51]([CH:45]2[CH2:50][CH2:49][CH2:48][CH2:47][CH2:46]2)=[O:52])[CH:28]=1)[C:29]1[CH:30]=[N:31][C:32]([CH:35]([CH3:37])[CH3:36])=[CH:33][CH:34]=1)=[O:21])[C:3]1[CH:8]=[CH:7][CH:6]=[CH:5][CH:4]=1, predict the reactants needed to synthesize it. The reactants are: Cl.[CH2:2]([O:9][C:10]1[CH:19]=[CH:18][CH:17]=[C:16]2[C:11]=1[CH2:12][CH2:13][CH2:14][CH:15]2[C:20]([N:22]([C:29]1[CH:30]=[N:31][C:32]([CH:35]([CH3:37])[CH3:36])=[CH:33][CH:34]=1)[CH2:23][C:24]1[CH:25]=[N:26][NH:27][CH:28]=1)=[O:21])[C:3]1[CH:8]=[CH:7][CH:6]=[CH:5][CH:4]=1.C(N(CC)CC)C.[CH:45]1([C:51](Cl)=[O:52])[CH2:50][CH2:49][CH2:48][CH2:47][CH2:46]1. (6) Given the product [Si:3]([O:20][CH2:21][C:22]1[N:27]=[C:26]2[C:28]([C:29]([O:31][CH2:32][CH3:33])=[O:30])=[N:34][O:35][C:25]2=[C:24]([Cl:37])[C:23]=1[N:38]1[CH2:43][C@H:42]([CH3:44])[O:41][C@H:40]([CH3:45])[CH2:39]1)([C:16]([CH3:19])([CH3:18])[CH3:17])([C:10]1[CH:15]=[CH:14][CH:13]=[CH:12][CH:11]=1)[C:4]1[CH:9]=[CH:8][CH:7]=[CH:6][CH:5]=1, predict the reactants needed to synthesize it. The reactants are: [H-].[Na+].[Si:3]([O:20][CH2:21][C:22]1[N:27]=[C:26]([C:28](=[N:34][OH:35])[C:29]([O:31][CH2:32][CH3:33])=[O:30])[C:25](F)=[C:24]([Cl:37])[C:23]=1[N:38]1[CH2:43][C@H:42]([CH3:44])[O:41][C@H:40]([CH3:45])[CH2:39]1)([C:16]([CH3:19])([CH3:18])[CH3:17])([C:10]1[CH:15]=[CH:14][CH:13]=[CH:12][CH:11]=1)[C:4]1[CH:9]=[CH:8][CH:7]=[CH:6][CH:5]=1.[NH4+].[Cl-].